Dataset: Reaction yield outcomes from USPTO patents with 853,638 reactions. Task: Predict the reaction yield, written as a fraction of the theoretical maximum amount of product (1.0 means a 100% yield; for example, 0.34 means a 34% yield). (1) The reactants are Cl[C:2]([O:4][C:5]1[CH:10]=[CH:9][C:8]([N+:11]([O-:13])=[O:12])=[CH:7][CH:6]=1)=[O:3].C([N:27]1[CH2:30][CH:29]([O:31][C:32]2[CH:37]=[CH:36][C:35]([I:38])=[CH:34][N:33]=2)[CH2:28]1)(C1C=CC=CC=1)C1C=CC=CC=1. The catalyst is ClCCl. The product is [N+:11]([C:8]1[CH:9]=[CH:10][C:5]([O:4][C:2]([N:27]2[CH2:28][CH:29]([O:31][C:32]3[CH:37]=[CH:36][C:35]([I:38])=[CH:34][N:33]=3)[CH2:30]2)=[O:3])=[CH:6][CH:7]=1)([O-:13])=[O:12]. The yield is 0.470. (2) The reactants are [Cl:1][C:2]1[CH:7]=[CH:6][CH:5]=[CH:4][C:3]=1/[CH:8]=[CH:9]/[CH3:10].CC[C@H]1[C@H]2C[C@H]([C@H](OC3C4C(=CC=CC=4)C(O[C@H](C4C=CN=C5C=4C=C(OC)C=C5)[C@@H]4N5C[C@H](CC)[C@@H](CC5)C4)=NN=3)C3C=CN=C4C=3C=C([O:32]C)C=C4)N(CC2)C1.CS(N)(=O)=O.CC(O)(C)C.[OH2:79]. No catalyst specified. The product is [Cl:1][C:2]1[CH:7]=[CH:6][CH:5]=[CH:4][C:3]=1[C@@H:8]([OH:32])[C@H:9]([OH:79])[CH3:10]. The yield is 0.900. (3) The reactants are [O:1]1[CH:5]=[CH:4][C:3]([C:6]2[CH:7]=[C:8]([C:17]([F:20])([F:19])[F:18])[C:9]3[N:10]([CH:12]=[C:13]([CH2:15][NH2:16])[N:14]=3)[CH:11]=2)=[CH:2]1.C(N(CC)C(C)C)(C)C.Cl[C:31]([O:33][CH2:34][C:35]1[CH:40]=[CH:39][CH:38]=[CH:37][CH:36]=1)=[O:32]. The catalyst is ClCCl. The product is [CH2:34]([O:33][C:31](=[O:32])[NH:16][CH2:15][C:13]1[N:14]=[C:9]2[C:8]([C:17]([F:18])([F:20])[F:19])=[CH:7][C:6]([C:3]3[CH:4]=[CH:5][O:1][CH:2]=3)=[CH:11][N:10]2[CH:12]=1)[C:35]1[CH:40]=[CH:39][CH:38]=[CH:37][CH:36]=1. The yield is 0.570. (4) The reactants are [CH2:1]([C:5]1[N:6]=[C:7]([CH:27]2[CH2:29][CH2:28]2)[NH:8][C:9](=[O:26])[C:10]=1[CH2:11][C:12]1[CH:17]=[CH:16][C:15]([C:18]2[C:19]([C:24]#[N:25])=[CH:20][CH:21]=[CH:22][CH:23]=2)=[CH:14][CH:13]=1)[CH2:2][CH2:3][CH3:4].[CH2:30]([O:32][C:33]1[CH:38]=[CH:37][C:36](B(O)O)=[CH:35][CH:34]=1)[CH3:31].N1C=CC=CC=1.C(N(CC)CC)C. The catalyst is C(OCC)(=O)C.C([O-])(=O)C.[Cu+2].C([O-])(=O)C.ClCCl. The product is [CH2:1]([C:5]1[N:6]=[C:7]([CH:27]2[CH2:28][CH2:29]2)[N:8]([C:36]2[CH:37]=[CH:38][C:33]([O:32][CH2:30][CH3:31])=[CH:34][CH:35]=2)[C:9](=[O:26])[C:10]=1[CH2:11][C:12]1[CH:17]=[CH:16][C:15]([C:18]2[C:19]([C:24]#[N:25])=[CH:20][CH:21]=[CH:22][CH:23]=2)=[CH:14][CH:13]=1)[CH2:2][CH2:3][CH3:4]. The yield is 0.840.